This data is from Full USPTO retrosynthesis dataset with 1.9M reactions from patents (1976-2016). The task is: Predict the reactants needed to synthesize the given product. (1) Given the product [Cl:18][C:3]1[C:4]([CH3:17])=[C:5]([C:9]2[CH:14]=[CH:13][CH:12]=[C:11]([CH:15]=[O:16])[CH:10]=2)[C:6]([CH3:8])=[CH:7][C:2]=1[OH:1], predict the reactants needed to synthesize it. The reactants are: [OH:1][C:2]1[CH:7]=[C:6]([CH3:8])[C:5]([C:9]2[CH:14]=[CH:13][CH:12]=[C:11]([CH:15]=[O:16])[CH:10]=2)=[C:4]([CH3:17])[CH:3]=1.[Cl:18]N1C(=O)CCC1=O.O. (2) Given the product [Cl:35][C:36]1[CH:37]=[CH:38][C:39]([S:42]([NH:45][C:46](=[O:47])[O:25][CH2:24][C:14]2[CH:15]=[CH:16][C:17]([O:19][CH2:20][CH2:21][O:22][CH3:23])=[CH:18][C:13]=2[O:12][C:3]2[C:2]([Cl:1])=[CH:7][C:6]([C:8]([F:9])([F:11])[F:10])=[CH:5][N:4]=2)(=[O:43])=[O:44])=[CH:40][CH:41]=1, predict the reactants needed to synthesize it. The reactants are: [Cl:1][C:2]1[C:3]([O:12][C:13]2[CH:18]=[C:17]([O:19][CH2:20][CH2:21][O:22][CH3:23])[CH:16]=[CH:15][C:14]=2[CH2:24][OH:25])=[N:4][CH:5]=[C:6]([C:8]([F:11])([F:10])[F:9])[CH:7]=1.C(N(CC)C(C)C)(C)C.[Cl:35][C:36]1[CH:41]=[CH:40][C:39]([S:42]([N:45]=[C:46]=[O:47])(=[O:44])=[O:43])=[CH:38][CH:37]=1.[Cl-].[NH4+].